From a dataset of Full USPTO retrosynthesis dataset with 1.9M reactions from patents (1976-2016). Predict the reactants needed to synthesize the given product. (1) Given the product [NH2:1][C:2]1[N:3]=[C:4]([S:11][CH3:12])[C:5]([C:9]#[N:10])=[C:6]([C:18]2[O:19][CH:20]=[CH:21][N:22]=2)[N:7]=1, predict the reactants needed to synthesize it. The reactants are: [NH2:1][C:2]1[N:7]=[C:6](Br)[C:5]([C:9]#[N:10])=[C:4]([S:11][CH3:12])[N:3]=1.C([Sn](CCCC)(CCCC)[C:18]1[O:19][CH:20]=[CH:21][N:22]=1)CCC.C1([As](C2C=CC=CC=2)C2C=CC=CC=2)C=CC=CC=1. (2) The reactants are: Cl[C:2]1[CH:7]=[C:6]([NH:8][C:9]2[CH:14]=[CH:13][CH:12]=[CH:11][N:10]=2)[N:5]=[C:4]([S:15][C:16]2[CH:21]=[CH:20][C:19]([NH:22][C:23](=[O:29])[CH2:24][C:25]([F:28])([F:27])[F:26])=[CH:18][CH:17]=2)[N:3]=1.Cl.[CH:31]1([C:34]2([F:38])[CH2:37][NH:36][CH2:35]2)[CH2:33][CH2:32]1.CCN(C(C)C)C(C)C. Given the product [CH:31]1([C:34]2([F:38])[CH2:37][N:36]([C:2]3[CH:7]=[C:6]([NH:8][C:9]4[CH:14]=[CH:13][CH:12]=[CH:11][N:10]=4)[N:5]=[C:4]([S:15][C:16]4[CH:21]=[CH:20][C:19]([NH:22][C:23](=[O:29])[CH2:24][C:25]([F:28])([F:27])[F:26])=[CH:18][CH:17]=4)[N:3]=3)[CH2:35]2)[CH2:33][CH2:32]1, predict the reactants needed to synthesize it. (3) Given the product [F:1][C:2]1[CH:3]=[CH:4][CH:5]=[C:6]2[C:10]=1[N:9]([CH:12]1[CH2:17][CH2:16][N:15]([C:18]([O:20][C:21]([CH3:24])([CH3:23])[CH3:22])=[O:19])[CH2:14][CH2:13]1)[CH2:8][CH2:7]2, predict the reactants needed to synthesize it. The reactants are: [F:1][C:2]1[CH:3]=[CH:4][CH:5]=[C:6]2[C:10]=1[NH:9][CH:8]=[CH:7]2.O=[C:12]1[CH2:17][CH2:16][N:15]([C:18]([O:20][C:21]([CH3:24])([CH3:23])[CH3:22])=[O:19])[CH2:14][CH2:13]1.C([BH3-])#N.[Na+]. (4) Given the product [CH:27]12[O:29][CH:24]([CH2:25][CH2:26]1)[CH2:23][N:22]([C@@H:17]1[CH2:18][CH2:19][CH2:20][CH2:21][C@H:16]1[CH2:15][O:1][C:2]1[CH:9]=[CH:8][CH:7]=[C:6]([O:10][CH2:11][O:12][CH3:13])[C:3]=1[CH:4]=[O:5])[CH2:28]2, predict the reactants needed to synthesize it. The reactants are: [OH:1][C:2]1[CH:9]=[CH:8][CH:7]=[C:6]([O:10][CH2:11][O:12][CH3:13])[C:3]=1[CH:4]=[O:5].Cl[CH2:15][CH:16]1[CH2:21][CH2:20][CH2:19][CH2:18][CH:17]1[N:22]1[CH2:28][C@H:27]2[O:29][C@@H:24]([CH2:25][CH2:26]2)[CH2:23]1.C(=O)([O-])[O-].[K+].[K+]. (5) The reactants are: [Br:1][C:2]1[CH:11]=[CH:10][C:5]([C:6]([NH:8][NH2:9])=[O:7])=[CH:4][CH:3]=1.[C:12]([NH:16][CH2:17][C:18](O)=[O:19])(=[O:15])[CH2:13][CH3:14].C(N(CC)CC)C.C(P1(=O)OP(CCC)(=O)OP(CCC)(=O)O1)CC. Given the product [Br:1][C:2]1[CH:11]=[CH:10][C:5]([C:6]([NH:8][NH:9][C:18](=[O:19])[CH2:17][NH:16][C:12](=[O:15])[CH2:13][CH3:14])=[O:7])=[CH:4][CH:3]=1, predict the reactants needed to synthesize it. (6) The reactants are: [C:1]([O:4][C:5](=O)[CH3:6])(=[O:3])[CH3:2].[N+:8]([C:11]1[CH:16]=CC(O)=[CH:13][CH:12]=1)([O-:10])=[O:9].O. Given the product [N+:8]([C:11]1[CH:16]=[CH:6][C:5]([O:4][C:1](=[O:3])[CH3:2])=[CH:13][CH:12]=1)([O-:10])=[O:9], predict the reactants needed to synthesize it. (7) Given the product [Br:16][CH2:17][CH2:18][O:7][C:6](=[O:8])[C:5]1[CH:9]=[CH:10][C:11]([N+:13]([O-:15])=[O:14])=[CH:12][C:4]=1[CH:1]([CH3:3])[CH3:2], predict the reactants needed to synthesize it. The reactants are: [CH:1]([C:4]1[CH:12]=[C:11]([N+:13]([O-:15])=[O:14])[CH:10]=[CH:9][C:5]=1[C:6]([OH:8])=[O:7])([CH3:3])[CH3:2].[Br:16][CH2:17][CH2:18]O.S(=O)(=O)(O)O.